From a dataset of Full USPTO retrosynthesis dataset with 1.9M reactions from patents (1976-2016). Predict the reactants needed to synthesize the given product. (1) Given the product [CH2:7]1[CH:6]([CH2:9][N:30]2[C@@H:20]3[CH2:19][C:18]4[CH:17]=[CH:16][C:15]([OH:33])=[C:14]5[O:13][CH:25]6[C:24]([CH2:23][CH2:22][C@:21]3([OH:32])[C@:26]6([C:27]=45)[CH2:28][CH2:29]2)=[O:31])[CH2:8]1, predict the reactants needed to synthesize it. The reactants are: CS(Cl)(=O)=O.[CH:6]1([CH2:9]O)[CH2:8][CH2:7]1.[Br-].[Li+].[O:13]1[C@@H:25]2[C@@:26]34[CH2:28][CH2:29][NH:30][C@@H:20]([C@:21]3([OH:32])[CH2:22][CH2:23][C:24]2=[O:31])[CH2:19][C:18]2=[C:27]4[C:14]1=[C:15]([OH:33])[CH:16]=[CH:17]2. (2) Given the product [CH2:16]([C:21]1[C:22](=[O:26])[CH2:23][CH2:24][CH:25]=1)[CH2:17][CH2:18][CH2:19][CH3:20], predict the reactants needed to synthesize it. The reactants are: N1C=CC=C(C)C=1.Cl.C(O)CCCCC.[CH:16](=[C:21]1[CH2:25][CH2:24][CH2:23][C:22]1=[O:26])[CH2:17][CH2:18][CH2:19][CH3:20].[OH-].[Na+]. (3) Given the product [C:25]([C:22]1[CH:23]=[CH:24][C:19]([S:16]([N:9]2[C:10]3=[N:11][CH:12]=[CH:13][CH:14]=[C:15]3[C:7]([CH2:6][C:5]([OH:31])=[O:4])=[C:8]2[CH3:30])(=[O:18])=[O:17])=[CH:20][C:21]=1[O:27][CH2:28][CH3:29])#[N:26], predict the reactants needed to synthesize it. The reactants are: [OH-].[Li+].C[O:4][C:5](=[O:31])[CH2:6][C:7]1[C:15]2[C:10](=[N:11][CH:12]=[CH:13][CH:14]=2)[N:9]([S:16]([C:19]2[CH:24]=[CH:23][C:22]([C:25]#[N:26])=[C:21]([O:27][CH2:28][CH3:29])[CH:20]=2)(=[O:18])=[O:17])[C:8]=1[CH3:30]. (4) Given the product [Cl:26][C:17]1[C:16]([O:15][C@@H:10]2[CH2:11][CH2:12][C@@H:13]([CH3:14])[NH:8][CH2:9]2)=[N:25][CH:24]=[CH:23][C:18]=1[C:19]([O:21][CH3:22])=[O:20], predict the reactants needed to synthesize it. The reactants are: C(OC([N:8]1[C@H:13]([CH3:14])[CH2:12][CH2:11][C@@H:10]([O:15][C:16]2[C:17]([Cl:26])=[C:18]([CH:23]=[CH:24][N:25]=2)[C:19]([O:21][CH3:22])=[O:20])[CH2:9]1)=O)(C)(C)C.Cl. (5) Given the product [C@H:13]1([NH:12][C:8]2[O:9][CH2:10][C:11]3[C:2]([C:22]#[N:23])=[CH:3][CH:4]=[CH:5][C:6]=3[N:7]=2)[C:21]2[C:16](=[CH:17][CH:18]=[CH:19][CH:20]=2)[CH2:15][CH2:14]1, predict the reactants needed to synthesize it. The reactants are: Br[C:2]1[C:11]2[CH2:10][O:9][C:8]([NH:12][C@H:13]3[C:21]4[C:16](=[CH:17][CH:18]=[CH:19][CH:20]=4)[CH2:15][CH2:14]3)=[N:7][C:6]=2[CH:5]=[CH:4][CH:3]=1.[C-:22]#[N:23].O. (6) The reactants are: C[O:2][C:3](=O)[CH2:4][C:5]1[CH:10]=[CH:9][CH:8]=[C:7]([O:11][CH2:12][CH2:13][CH2:14][N:15]([CH2:30][C:31]2[CH:36]=[CH:35][CH:34]=[C:33]([C:37]([F:40])([F:39])[F:38])[C:32]=2[Cl:41])[CH2:16][CH:17]([C:24]2[CH:29]=[CH:28][CH:27]=[CH:26][CH:25]=2)[C:18]2[CH:23]=[CH:22][CH:21]=[CH:20][CH:19]=2)[CH:6]=1.CC(C[AlH]CC(C)C)C. Given the product [Cl:41][C:32]1[C:33]([C:37]([F:38])([F:39])[F:40])=[CH:34][CH:35]=[CH:36][C:31]=1[CH2:30][N:15]([CH2:16][CH:17]([C:24]1[CH:25]=[CH:26][CH:27]=[CH:28][CH:29]=1)[C:18]1[CH:23]=[CH:22][CH:21]=[CH:20][CH:19]=1)[CH2:14][CH2:13][CH2:12][O:11][C:7]1[CH:6]=[C:5]([CH2:4][CH:3]=[O:2])[CH:10]=[CH:9][CH:8]=1, predict the reactants needed to synthesize it. (7) Given the product [CH:3]1([CH2:6][O:7][C:8]2[CH:15]=[CH:14][C:11]([CH2:12][OH:13])=[CH:10][C:9]=2[O:16][C:17]([F:18])([F:19])[F:20])[CH2:5][CH2:4]1, predict the reactants needed to synthesize it. The reactants are: [BH4-].[Na+].[CH:3]1([CH2:6][O:7][C:8]2[CH:15]=[CH:14][C:11]([CH:12]=[O:13])=[CH:10][C:9]=2[O:16][C:17]([F:20])([F:19])[F:18])[CH2:5][CH2:4]1.